From a dataset of Catalyst prediction with 721,799 reactions and 888 catalyst types from USPTO. Predict which catalyst facilitates the given reaction. (1) Reactant: [Br:1][C:2]1[CH:7]=[CH:6][C:5]([S:8]([NH:11][C:12]2[CH:17]=[C:16]([N+:18]([O-])=O)[CH:15]=[CH:14][C:13]=2[O:21][CH3:22])(=[O:10])=[O:9])=[C:4]([Cl:23])[CH:3]=1.C([O-])=O.[NH4+].O. Product: [NH2:18][C:16]1[CH:15]=[CH:14][C:13]([O:21][CH3:22])=[C:12]([NH:11][S:8]([C:5]2[CH:6]=[CH:7][C:2]([Br:1])=[CH:3][C:4]=2[Cl:23])(=[O:10])=[O:9])[CH:17]=1. The catalyst class is: 465. (2) Reactant: [Br:1][C:2]1[NH:3][C:4]2[CH:10]=[C:9]([Cl:11])[C:8]([Cl:12])=[CH:7][C:5]=2[N:6]=1.C(N)(=O)C.O([Si](C)(C)C)S(C(F)(F)F)(=O)=O.C(O[C@@H:33]1[O:50][CH2:49][C@@H:44]([O:45][C:46](=[O:48])[CH3:47])[C@@H:39]([O:40][C:41](=[O:43])[CH3:42])[C@H:34]1[O:35][C:36](=[O:38])[CH3:37])(=O)C.C(=O)(O)[O-].[Na+]. Product: [Br:1][C:2]1[N:3]([C@@H:49]2[O:50][CH2:33][C@@H:34]([O:35][C:36](=[O:38])[CH3:37])[C@@H:39]([O:40][C:41](=[O:43])[CH3:42])[C@H:44]2[O:45][C:46](=[O:48])[CH3:47])[C:4]2[CH:10]=[C:9]([Cl:11])[C:8]([Cl:12])=[CH:7][C:5]=2[N:6]=1. The catalyst class is: 26.